This data is from Reaction yield outcomes from USPTO patents with 853,638 reactions. The task is: Predict the reaction yield, written as a fraction of the theoretical maximum amount of product (1.0 means a 100% yield; for example, 0.34 means a 34% yield). (1) The reactants are [N+:1]([C:4]1[CH:5]=[C:6]([CH:10]=[CH:11][CH:12]=1)[C:7]([OH:9])=[O:8])([O-:3])=[O:2].[Br:13]N1C(=O)CCC1=O. The catalyst is FC(F)(F)C(O)=O.S(=O)(=O)(O)O. The product is [Br:13][C:11]1[CH:10]=[C:6]([CH:5]=[C:4]([N+:1]([O-:3])=[O:2])[CH:12]=1)[C:7]([OH:9])=[O:8]. The yield is 0.720. (2) The reactants are [N+:1]([C:4]1[CH:5]=[C:6]([NH:10][C:11]2[N:16]=[C:15]([C:17]3[CH:18]=[N:19][CH:20]=[CH:21][CH:22]=3)[CH:14]=[CH:13][N:12]=2)[CH:7]=[CH:8][CH:9]=1)([O-])=O.Cl[Sn]Cl.O. The catalyst is CO. The product is [N:19]1[CH:20]=[CH:21][CH:22]=[C:17]([C:15]2[CH:14]=[CH:13][N:12]=[C:11]([NH:10][C:6]3[CH:7]=[CH:8][CH:9]=[C:4]([NH2:1])[CH:5]=3)[N:16]=2)[CH:18]=1. The yield is 0.167. (3) The reactants are C1(P(C2C=CC=CC=2)C2C=CC=CC=2)C=CC=CC=1.CCOC(/N=N/C(OCC)=O)=O.[Cl:32][C:33]1[C:38]([F:39])=[CH:37][CH:36]=[C:35]([Cl:40])[C:34]=1[CH:41]([OH:43])C.O[C:45]1[C:46]([N+:51]([O-:53])=[O:52])=[N:47][CH:48]=[CH:49][CH:50]=1. The catalyst is C1(C)C=CC=CC=1.C1COCC1. The product is [Cl:32][C:33]1[C:38]([F:39])=[CH:37][CH:36]=[C:35]([Cl:40])[C:34]=1[CH2:41][O:43][C:45]1[C:46]([N+:51]([O-:53])=[O:52])=[N:47][CH:48]=[CH:49][CH:50]=1. The yield is 0.980. (4) The reactants are [Si]([O:8][C@@H:9]1[CH2:14][C@@H:13]([O:15][CH3:16])[CH2:12][N:11]([C:17]([O:19][CH2:20][C:21]2[CH:26]=[CH:25][CH:24]=[CH:23][CH:22]=2)=[O:18])[CH2:10]1)(C(C)(C)C)(C)C.Cl.C(O)(C)C. The catalyst is CO. The product is [OH:8][C@@H:9]1[CH2:14][C@@H:13]([O:15][CH3:16])[CH2:12][N:11]([C:17]([O:19][CH2:20][C:21]2[CH:26]=[CH:25][CH:24]=[CH:23][CH:22]=2)=[O:18])[CH2:10]1. The yield is 0.920.